Dataset: Full USPTO retrosynthesis dataset with 1.9M reactions from patents (1976-2016). Task: Predict the reactants needed to synthesize the given product. (1) Given the product [CH3:43][C:10]1([CH3:9])[N:14]([CH:3]([CH3:2])[CH2:4][CH2:5][C:6]([OH:8])=[O:7])[C:13](=[O:21])[N:12]([CH2:22][CH2:23][CH2:24][O:25][C:26]2[CH:38]=[CH:37][C:29]3[C:30]([C:33]([F:36])([F:35])[F:34])=[N:31][O:32][C:28]=3[C:27]=2[CH2:39][CH2:40][CH3:41])[C:11]1=[O:42], predict the reactants needed to synthesize it. The reactants are: Br[CH2:2][CH2:3][CH2:4][CH2:5][C:6]([O-:8])=[O:7].[CH3:9][C:10]1([CH3:43])[N:14](CCCC(O)=O)[C:13](=[O:21])[N:12]([CH2:22][CH2:23][CH2:24][O:25][C:26]2[CH:38]=[CH:37][C:29]3[C:30]([C:33]([F:36])([F:35])[F:34])=[N:31][O:32][C:28]=3[C:27]=2[CH2:39][CH2:40][CH3:41])[C:11]1=[O:42]. (2) Given the product [Br:44][C:41]1[CH:42]=[N:43][C:35]([NH:34][C:32]([NH:29][CH2:5][CH2:4][C:3]([O:2][CH3:1])=[O:9])=[O:17])=[C:36]([CH:40]=1)[C:37]([OH:39])=[O:38], predict the reactants needed to synthesize it. The reactants are: [CH3:1][O:2][C:3](=[O:9])[CH2:4][CH2:5]C(O)=O.C1(P(N=[N+]=[N-])(C2C=CC=CC=2)=[O:17])C=CC=CC=1.C([N:29]([CH2:32]C)CC)C.[NH2:34][C:35]1[N:43]=[CH:42][C:41]([Br:44])=[CH:40][C:36]=1[C:37]([OH:39])=[O:38]. (3) Given the product [Cl:17][C:16]1[C:7]([N+:6]([O-:23])=[O:20])=[C:8]([CH:13]=[CH:14][CH:15]=1)[C:9]([O:11][CH3:12])=[O:10], predict the reactants needed to synthesize it. The reactants are: S(=O)(=O)(O)O.[NH2:6][C:7]1[C:16]([Cl:17])=[CH:15][CH:14]=[CH:13][C:8]=1[C:9]([O:11][CH3:12])=[O:10].OO.[OH-:20].[K+].C[OH:23]. (4) Given the product [F:1][C:2]1[CH:7]=[CH:6][C:5]([N:8]=[C:9]2[N:13]([CH2:19][CH:20]([CH3:22])[CH3:21])[C@@H:12]([CH2:14][CH:15]([CH3:16])[CH3:17])[CH2:11][S:10]2)=[C:4]([CH3:18])[CH:3]=1, predict the reactants needed to synthesize it. The reactants are: [F:1][C:2]1[CH:7]=[CH:6][C:5]([N:8]=[C:9]2[NH:13][C@@H:12]([CH2:14][CH:15]([CH3:17])[CH3:16])[CH2:11][S:10]2)=[C:4]([CH3:18])[CH:3]=1.[CH2:19](Br)[CH:20]([CH3:22])[CH3:21]. (5) The reactants are: Br[C:2]1[CH:3]=[C:4]([NH:11][C:12](=[O:14])[CH3:13])[CH:5]=[C:6]([N+:8]([O-:10])=[O:9])[CH:7]=1.CC1(C)C(C)(C)OB([C:23]2[O:24][C:25]([CH3:28])=[CH:26][CH:27]=2)O1.C(=O)([O-])[O-].[Na+].[Na+].O. Given the product [CH3:28][C:25]1[O:24][C:23]([C:2]2[CH:3]=[C:4]([NH:11][C:12](=[O:14])[CH3:13])[CH:5]=[C:6]([N+:8]([O-:10])=[O:9])[CH:7]=2)=[CH:27][CH:26]=1, predict the reactants needed to synthesize it. (6) The reactants are: [Br:1][C:2]1[CH:7]=[CH:6][C:5]([SH:8])=[C:4]([Cl:9])[CH:3]=1.C([O-])([O-])=O.[Cs+].[Cs+].P(OC1C=CC=CC=1)(OC1C=CC=CC=1)(O[CH2:19][CH2:20][C:21]([CH3:23])=[CH2:22])=O. Given the product [Br:1][C:2]1[CH:7]=[CH:6][C:5]([S:8][CH2:19][CH2:20][C:21]([CH3:23])=[CH2:22])=[C:4]([Cl:9])[CH:3]=1, predict the reactants needed to synthesize it. (7) Given the product [CH:1]([C:3]1[CH:8]=[CH:7][C:6](/[CH:9]=[CH:10]/[C:11]([O:13][CH3:19])=[O:12])=[CH:5][CH:4]=1)=[O:2], predict the reactants needed to synthesize it. The reactants are: [CH:1]([C:3]1[CH:8]=[CH:7][C:6](/[CH:9]=[CH:10]/[C:11]([OH:13])=[O:12])=[CH:5][CH:4]=1)=[O:2].OS(O)(=O)=O.[CH3:19]O.